This data is from Retrosynthesis with 50K atom-mapped reactions and 10 reaction types from USPTO. The task is: Predict the reactants needed to synthesize the given product. (1) The reactants are: N#CCCc1cccc2[nH]ncc12. Given the product NCCCc1cccc2[nH]ncc12, predict the reactants needed to synthesize it. (2) Given the product COc1cc2c(cc1OC)C(Cc1ccc(F)cc1)N(CCNC(=O)OC(C)(C)C)CC2, predict the reactants needed to synthesize it. The reactants are: CC(C)(C)OC(=O)NCCBr.COc1cc2c(cc1OC)C(Cc1ccc(F)cc1)NCC2. (3) Given the product C=CCOc1ccc(C[C@H](NC(=O)Cc2ccccc2)C(=O)N[C@@H](Cc2ccccc2)C(=O)OC)cc1Cl, predict the reactants needed to synthesize it. The reactants are: C=CCOc1ccc(C[C@H](NC(=O)Cc2ccccc2)C(=O)O)cc1Cl.COC(=O)[C@@H](N)Cc1ccccc1. (4) The reactants are: CC(C)(C)OC(=O)N1CCC(c2cccc(O)c2)CC1.CS(=O)(=O)c1ccc(CCl)cc1. Given the product CC(C)(C)OC(=O)N1CCC(c2cccc(OCc3ccc(S(C)(=O)=O)cc3)c2)CC1, predict the reactants needed to synthesize it. (5) Given the product N#Cc1ccc(CNc2cc(C(F)(F)F)c3ncc(C#N)c(Nc4ccc(F)c(Cl)c4)c3c2)cc1, predict the reactants needed to synthesize it. The reactants are: N#Cc1ccc(C=O)cc1.N#Cc1cnc2c(C(F)(F)F)cc(N)cc2c1Nc1ccc(F)c(Cl)c1. (6) Given the product Cc1oc(-c2ccccc2)nc1CCOc1ccc(C=C2SC(=O)NC2=O)cn1, predict the reactants needed to synthesize it. The reactants are: Cc1oc(-c2ccccc2)nc1CCOc1ccc(C=O)cn1.O=C1CSC(=O)N1. (7) Given the product CCN(Cc1cc(C(F)(F)F)cc(C(F)(F)F)c1)C1CCCN(C(=O)OC(C)C)c2cc(Cl)ccc21, predict the reactants needed to synthesize it. The reactants are: CC(=O)N(Cc1cc(C(F)(F)F)cc(C(F)(F)F)c1)C1CCCN(C(=O)OC(C)C)c2cc(Cl)ccc21.